Dataset: Forward reaction prediction with 1.9M reactions from USPTO patents (1976-2016). Task: Predict the product of the given reaction. (1) The product is: [F:26][C:24]1[CH:23]=[CH:22][C:21]([N+:27]([O-:29])=[O:28])=[C:20]([NH:18][C:15]2[CH:14]=[CH:13][C:12]([F:11])=[CH:17][N:16]=2)[CH:25]=1. Given the reactants [Li+].C[Si]([N-][Si](C)(C)C)(C)C.[F:11][C:12]1[CH:13]=[CH:14][C:15]([NH2:18])=[N:16][CH:17]=1.F[C:20]1[CH:25]=[C:24]([F:26])[CH:23]=[CH:22][C:21]=1[N+:27]([O-:29])=[O:28].[NH4+].[Cl-], predict the reaction product. (2) Given the reactants Cl.Cl[CH2:3][C:4]1[N:5]=[C:6]([CH2:9][N:10]2[CH2:15][CH2:14][O:13][CH2:12][CH2:11]2)[S:7][CH:8]=1.[Cl:16][C:17]1[CH:18]=[C:19]([NH:24][C:25]2[C:34]3[C:29](=[CH:30][C:31]([OH:37])=[C:32]([O:35][CH3:36])[CH:33]=3)[N:28]=[CH:27][N:26]=2)[CH:20]=[CH:21][C:22]=1[Cl:23].C(=O)([O-])[O-].[K+].[K+], predict the reaction product. The product is: [Cl:16][C:17]1[CH:18]=[C:19]([NH:24][C:25]2[C:34]3[C:29](=[CH:30][C:31]([O:37][CH2:3][C:4]4[N:5]=[C:6]([CH2:9][N:10]5[CH2:15][CH2:14][O:13][CH2:12][CH2:11]5)[S:7][CH:8]=4)=[C:32]([O:35][CH3:36])[CH:33]=3)[N:28]=[CH:27][N:26]=2)[CH:20]=[CH:21][C:22]=1[Cl:23]. (3) Given the reactants [CH:1]1([CH2:4][O:5][CH:6]2[CH2:11][CH2:10][NH:9][CH2:8][CH2:7]2)[CH2:3][CH2:2]1.Cl[CH2:13][CH2:14][CH2:15][N:16]1[C:21]2[CH:22]=[CH:23][C:24]([F:26])=[CH:25][C:20]=2[O:19][CH2:18][C:17]1=[O:27].C([O-])([O-])=O.[K+].[K+], predict the reaction product. The product is: [CH:1]1([CH2:4][O:5][CH:6]2[CH2:11][CH2:10][N:9]([CH2:13][CH2:14][CH2:15][N:16]3[C:21]4[CH:22]=[CH:23][C:24]([F:26])=[CH:25][C:20]=4[O:19][CH2:18][C:17]3=[O:27])[CH2:8][CH2:7]2)[CH2:2][CH2:3]1. (4) Given the reactants [F:1][C:2]([F:6])([F:5])[CH2:3][OH:4].Cl[C:8]1[N:13]=[C:12]([CH2:14][NH:15][C:16](=[O:22])[O:17][C:18]([CH3:21])([CH3:20])[CH3:19])[CH:11]=[C:10]([C:23]2[CH:24]=[N:25][C:26]([C:29]([F:32])([F:31])[F:30])=[N:27][CH:28]=2)[N:9]=1, predict the reaction product. The product is: [F:1][C:2]([F:6])([F:5])[CH2:3][O:4][C:8]1[N:9]=[C:10]([C:23]2[CH:28]=[N:27][C:26]([C:29]([F:30])([F:32])[F:31])=[N:25][CH:24]=2)[CH:11]=[C:12]([CH2:14][NH:15][C:16](=[O:22])[O:17][C:18]([CH3:20])([CH3:19])[CH3:21])[N:13]=1. (5) Given the reactants [F:1][C:2]1[CH:3]=[C:4]2[C:9](=[CH:10][C:11]=1[OH:12])[N:8]=[C:7]([CH3:13])[CH:6]=[CH:5]2.I[CH:15]([CH3:17])[CH3:16].C(=O)([O-])[O-].[K+].[K+], predict the reaction product. The product is: [F:1][C:2]1[CH:3]=[C:4]2[C:9](=[CH:10][C:11]=1[O:12][CH:15]([CH3:17])[CH3:16])[N:8]=[C:7]([CH3:13])[CH:6]=[CH:5]2.